From a dataset of Forward reaction prediction with 1.9M reactions from USPTO patents (1976-2016). Predict the product of the given reaction. Given the reactants [Cl:1][C:2]1[C:11]([CH2:12][C:13]#[N:14])=[CH:10][CH:9]=[CH:8][C:3]=1[C:4]([O:6][CH3:7])=[O:5].[H-].[Na+].Br[CH2:18][CH2:19][CH2:20]Br.O, predict the reaction product. The product is: [Cl:1][C:2]1[C:11]([C:12]2([C:13]#[N:14])[CH2:20][CH2:19][CH2:18]2)=[CH:10][CH:9]=[CH:8][C:3]=1[C:4]([O:6][CH3:7])=[O:5].